Dataset: Full USPTO retrosynthesis dataset with 1.9M reactions from patents (1976-2016). Task: Predict the reactants needed to synthesize the given product. Given the product [CH2:18]([C:7]1([C:13]2[S:14][CH:15]=[CH:16][CH:17]=2)[O:8][CH2:9][C:10](=[O:12])[NH:11][C:5]2[CH:4]=[CH:3][C:2]([C:26]3[CH:25]=[C:24]([CH:23]=[C:22]([F:21])[CH:27]=3)[C:31]#[N:32])=[CH:20][C:6]1=2)[CH3:19], predict the reactants needed to synthesize it. The reactants are: Br[C:2]1[CH:3]=[CH:4][C:5]2[NH:11][C:10](=[O:12])[CH2:9][O:8][C:7]([CH2:18][CH3:19])([C:13]3[S:14][CH:15]=[CH:16][CH:17]=3)[C:6]=2[CH:20]=1.[F:21][C:22]1[CH:23]=[C:24]([C:31]#[N:32])[CH:25]=[C:26](B(O)O)[CH:27]=1.